Regression. Given two drug SMILES strings and cell line genomic features, predict the synergy score measuring deviation from expected non-interaction effect. From a dataset of NCI-60 drug combinations with 297,098 pairs across 59 cell lines. (1) Drug 1: CN(CC1=CN=C2C(=N1)C(=NC(=N2)N)N)C3=CC=C(C=C3)C(=O)NC(CCC(=O)O)C(=O)O. Drug 2: C1C(C(OC1N2C=NC3=C2NC=NCC3O)CO)O. Cell line: RPMI-8226. Synergy scores: CSS=51.3, Synergy_ZIP=-1.12, Synergy_Bliss=-1.41, Synergy_Loewe=-32.1, Synergy_HSA=0.559. (2) Drug 1: CNC(=O)C1=CC=CC=C1SC2=CC3=C(C=C2)C(=NN3)C=CC4=CC=CC=N4. Drug 2: C1CN(CCN1C(=O)CCBr)C(=O)CCBr. Cell line: HCT-15. Synergy scores: CSS=11.7, Synergy_ZIP=-2.92, Synergy_Bliss=-1.43, Synergy_Loewe=-1.76, Synergy_HSA=-2.08.